From a dataset of NCI-60 drug combinations with 297,098 pairs across 59 cell lines. Regression. Given two drug SMILES strings and cell line genomic features, predict the synergy score measuring deviation from expected non-interaction effect. (1) Drug 1: CN(CC1=CN=C2C(=N1)C(=NC(=N2)N)N)C3=CC=C(C=C3)C(=O)NC(CCC(=O)O)C(=O)O. Drug 2: CS(=O)(=O)OCCCCOS(=O)(=O)C. Cell line: CAKI-1. Synergy scores: CSS=-25.8, Synergy_ZIP=8.98, Synergy_Bliss=-1.04, Synergy_Loewe=-16.8, Synergy_HSA=-16.1. (2) Drug 1: C1=CC(=CC=C1C#N)C(C2=CC=C(C=C2)C#N)N3C=NC=N3. Drug 2: C1=CN(C=N1)CC(O)(P(=O)(O)O)P(=O)(O)O. Cell line: MALME-3M. Synergy scores: CSS=-1.82, Synergy_ZIP=1.22, Synergy_Bliss=0.101, Synergy_Loewe=0.171, Synergy_HSA=-2.49. (3) Drug 1: C1=CC(=CC=C1C#N)C(C2=CC=C(C=C2)C#N)N3C=NC=N3. Drug 2: CC1CCCC2(C(O2)CC(NC(=O)CC(C(C(=O)C(C1O)C)(C)C)O)C(=CC3=CSC(=N3)C)C)C. Cell line: NCI/ADR-RES. Synergy scores: CSS=11.8, Synergy_ZIP=-2.65, Synergy_Bliss=1.55, Synergy_Loewe=-6.07, Synergy_HSA=-1.06. (4) Drug 1: C1CCC(C1)C(CC#N)N2C=C(C=N2)C3=C4C=CNC4=NC=N3. Drug 2: C1=NC(=NC(=O)N1C2C(C(C(O2)CO)O)O)N. Cell line: 786-0. Synergy scores: CSS=2.88, Synergy_ZIP=-0.548, Synergy_Bliss=1.13, Synergy_Loewe=0.227, Synergy_HSA=0.768.